From a dataset of NCI-60 drug combinations with 297,098 pairs across 59 cell lines. Regression. Given two drug SMILES strings and cell line genomic features, predict the synergy score measuring deviation from expected non-interaction effect. (1) Drug 1: CN(C)C1=NC(=NC(=N1)N(C)C)N(C)C. Drug 2: C1=NC2=C(N=C(N=C2N1C3C(C(C(O3)CO)O)F)Cl)N. Cell line: SN12C. Synergy scores: CSS=38.8, Synergy_ZIP=1.17, Synergy_Bliss=0.187, Synergy_Loewe=-40.4, Synergy_HSA=-0.348. (2) Drug 1: CC1=C(C(=CC=C1)Cl)NC(=O)C2=CN=C(S2)NC3=CC(=NC(=N3)C)N4CCN(CC4)CCO. Drug 2: CCC1(CC2CC(C3=C(CCN(C2)C1)C4=CC=CC=C4N3)(C5=C(C=C6C(=C5)C78CCN9C7C(C=CC9)(C(C(C8N6C)(C(=O)OC)O)OC(=O)C)CC)OC)C(=O)OC)O.OS(=O)(=O)O. Cell line: HL-60(TB). Synergy scores: CSS=13.5, Synergy_ZIP=-1.52, Synergy_Bliss=1.13, Synergy_Loewe=0.265, Synergy_HSA=1.06. (3) Drug 1: C1=CC(=C(C=C1I)F)NC2=C(C=CC(=C2F)F)C(=O)NOCC(CO)O. Drug 2: CCC1=C2CN3C(=CC4=C(C3=O)COC(=O)C4(CC)O)C2=NC5=C1C=C(C=C5)O. Cell line: NCI-H460. Synergy scores: CSS=29.7, Synergy_ZIP=-3.55, Synergy_Bliss=0.574, Synergy_Loewe=7.27, Synergy_HSA=7.90.